The task is: Predict the reaction yield, written as a fraction of the theoretical maximum amount of product (1.0 means a 100% yield; for example, 0.34 means a 34% yield).. This data is from Reaction yield outcomes from USPTO patents with 853,638 reactions. (1) The reactants are Br[C:2]1[C:3]([O:13][C:14]2[CH:19]=[CH:18][C:17]([F:20])=[CH:16][C:15]=2[F:21])=[N:4][CH:5]=[C:6]([CH2:8][S:9]([CH3:12])(=[O:11])=[O:10])[CH:7]=1.[CH3:22][N:23]1[CH:28]=[C:27](B2OC(C)(C)C(C)(C)O2)[C:26]2[CH:38]=[CH:39][N:40]([S:41]([C:44]3[CH:50]=[CH:49][C:47]([CH3:48])=[CH:46][CH:45]=3)(=[O:43])=[O:42])[C:25]=2[C:24]1=[O:51].P([O-])([O-])([O-])=O.[K+].[K+].[K+]. The catalyst is C1C=CC(/C=C/C(/C=C/C2C=CC=CC=2)=O)=CC=1.C1C=CC(/C=C/C(/C=C/C2C=CC=CC=2)=O)=CC=1.C1C=CC(/C=C/C(/C=C/C2C=CC=CC=2)=O)=CC=1.[Pd].[Pd]. The product is [F:21][C:15]1[CH:16]=[C:17]([F:20])[CH:18]=[CH:19][C:14]=1[O:13][C:3]1[C:2]([C:27]2[C:26]3[CH:38]=[CH:39][N:40]([S:41]([C:44]4[CH:50]=[CH:49][C:47]([CH3:48])=[CH:46][CH:45]=4)(=[O:43])=[O:42])[C:25]=3[C:24](=[O:51])[N:23]([CH3:22])[CH:28]=2)=[CH:7][C:6]([CH2:8][S:9]([CH3:12])(=[O:11])=[O:10])=[CH:5][N:4]=1. The yield is 0.700. (2) The product is [F:17][C:4]1[CH:3]=[C:2]([B:18]2[O:22][C:21]([CH3:24])([CH3:23])[C:20]([CH3:26])([CH3:25])[O:19]2)[CH:16]=[CH:15][C:5]=1[CH2:6][NH:7][C:8](=[O:14])[O:9][C:10]([CH3:13])([CH3:12])[CH3:11]. The catalyst is C1C=CC(P(C2C=CC=CC=2)[C-]2C=CC=C2)=CC=1.C1C=CC(P(C2C=CC=CC=2)[C-]2C=CC=C2)=CC=1.Cl[Pd]Cl.[Fe+2].O1CCOCC1. The yield is 0.610. The reactants are Br[C:2]1[CH:16]=[CH:15][C:5]([CH2:6][NH:7][C:8](=[O:14])[O:9][C:10]([CH3:13])([CH3:12])[CH3:11])=[C:4]([F:17])[CH:3]=1.[B:18]1([B:18]2[O:22][C:21]([CH3:24])([CH3:23])[C:20]([CH3:26])([CH3:25])[O:19]2)[O:22][C:21]([CH3:24])([CH3:23])[C:20]([CH3:26])([CH3:25])[O:19]1.C([O-])(=O)C.[K+].